This data is from Merck oncology drug combination screen with 23,052 pairs across 39 cell lines. The task is: Regression. Given two drug SMILES strings and cell line genomic features, predict the synergy score measuring deviation from expected non-interaction effect. (1) Drug 1: O=C(NOCC(O)CO)c1ccc(F)c(F)c1Nc1ccc(I)cc1F. Drug 2: Cc1nc(Nc2ncc(C(=O)Nc3c(C)cccc3Cl)s2)cc(N2CCN(CCO)CC2)n1. Cell line: UWB1289BRCA1. Synergy scores: synergy=-6.92. (2) Drug 1: CCC1(O)CC2CN(CCc3c([nH]c4ccccc34)C(C(=O)OC)(c3cc4c(cc3OC)N(C)C3C(O)(C(=O)OC)C(OC(C)=O)C5(CC)C=CCN6CCC43C65)C2)C1. Drug 2: C=CCn1c(=O)c2cnc(Nc3ccc(N4CCN(C)CC4)cc3)nc2n1-c1cccc(C(C)(C)O)n1. Cell line: ZR751. Synergy scores: synergy=-4.53. (3) Drug 1: COc1cccc2c1C(=O)c1c(O)c3c(c(O)c1C2=O)CC(O)(C(=O)CO)CC3OC1CC(N)C(O)C(C)O1. Drug 2: Cc1nc(Nc2ncc(C(=O)Nc3c(C)cccc3Cl)s2)cc(N2CCN(CCO)CC2)n1. Cell line: OV90. Synergy scores: synergy=11.1. (4) Drug 1: O=C(CCCCCCC(=O)Nc1ccccc1)NO. Drug 2: COC1=C2CC(C)CC(OC)C(O)C(C)C=C(C)C(OC(N)=O)C(OC)C=CC=C(C)C(=O)NC(=CC1=O)C2=O. Cell line: EFM192B. Synergy scores: synergy=-13.8. (5) Drug 1: O=C(O)C1(Cc2cccc(Nc3nccs3)n2)CCC(Oc2cccc(Cl)c2F)CC1. Drug 2: NC1(c2ccc(-c3nc4ccn5c(=O)[nH]nc5c4cc3-c3ccccc3)cc2)CCC1. Cell line: NCIH520. Synergy scores: synergy=14.3. (6) Drug 1: COc1cc(C2c3cc4c(cc3C(OC3OC5COC(C)OC5C(O)C3O)C3COC(=O)C23)OCO4)cc(OC)c1O. Drug 2: CC1(c2nc3c(C(N)=O)cccc3[nH]2)CCCN1. Cell line: A2058. Synergy scores: synergy=1.92. (7) Drug 1: COc1cccc2c1C(=O)c1c(O)c3c(c(O)c1C2=O)CC(O)(C(=O)CO)CC3OC1CC(N)C(O)C(C)O1. Drug 2: CNC(=O)c1cc(Oc2ccc(NC(=O)Nc3ccc(Cl)c(C(F)(F)F)c3)cc2)ccn1. Cell line: ES2. Synergy scores: synergy=-12.0.